Dataset: Forward reaction prediction with 1.9M reactions from USPTO patents (1976-2016). Task: Predict the product of the given reaction. (1) Given the reactants Cl[C:2]1[N:6]([C:7]2[CH:12]=[CH:11][CH:10]=[CH:9][CH:8]=2)[N:5]=[N:4][N:3]=1.[NH2:13][C@H:14]([C:19]([OH:21])=[O:20])[CH2:15][CH:16]([CH3:18])[CH3:17].C(=O)([O-])[O-].[K+].[K+], predict the reaction product. The product is: [C:7]1([N:6]2[C:2]([NH:13][C@H:14]([C:19]([OH:21])=[O:20])[CH2:15][CH:16]([CH3:18])[CH3:17])=[N:3][N:4]=[N:5]2)[CH:12]=[CH:11][CH:10]=[CH:9][CH:8]=1. (2) Given the reactants [OH:1][CH:2]1[CH2:7][CH2:6][N:5]([C:8]([N:10]2[CH2:15][CH:14]([C:16]3[CH:21]=[CH:20][C:19]([C:22]([F:25])([F:24])[F:23])=[CH:18][CH:17]=3)[CH2:13][CH:12]([C:26](O)=[O:27])[CH2:11]2)=[O:9])[CH2:4][CH2:3]1.[F:29][C:30]1[CH:35]=[CH:34][C:33]([F:36])=[CH:32][C:31]=1[C:37](=[N:39]O)[NH2:38], predict the reaction product. The product is: [F:29][C:30]1[CH:35]=[CH:34][C:33]([F:36])=[CH:32][C:31]=1[C:37]1[N:39]=[C:26]([CH:12]2[CH2:13][CH:14]([C:16]3[CH:17]=[CH:18][C:19]([C:22]([F:24])([F:25])[F:23])=[CH:20][CH:21]=3)[CH2:15][N:10]([C:8]([N:5]3[CH2:6][CH2:7][CH:2]([OH:1])[CH2:3][CH2:4]3)=[O:9])[CH2:11]2)[O:27][N:38]=1. (3) Given the reactants [C:1]([NH:8][C@@H:9]([C:15]([OH:17])=O)[CH2:10][C:11]([CH3:14])([CH3:13])[CH3:12])([O:3][C:4]([CH3:7])([CH3:6])[CH3:5])=[O:2].[NH2:18][C@@H:19]([CH2:36][CH3:37])[C:20]([NH:22][CH2:23][C:24]1[CH:29]=[C:28]([Cl:30])[CH:27]=[CH:26][C:25]=1[N:31]1[CH:35]=[N:34][CH:33]=[N:32]1)=[O:21].C1C=NC2N(O)N=NC=2C=1.C(Cl)CCl.CCN(CC)CC, predict the reaction product. The product is: [C:4]([O:3][C:1]([NH:8][C@@H:9]([C:15]([NH:18][C@H:19]([C:20]([NH:22][CH2:23][C:24]1[CH:29]=[C:28]([Cl:30])[CH:27]=[CH:26][C:25]=1[N:31]1[CH:35]=[N:34][CH:33]=[N:32]1)=[O:21])[CH2:36][CH3:37])=[O:17])[CH2:10][C:11]([CH3:12])([CH3:13])[CH3:14])=[O:2])([CH3:5])([CH3:6])[CH3:7]. (4) Given the reactants Br[C:2]1[CH:7]=[CH:6][C:5]([CH:8]([N:12]2[CH2:25][CH2:24][C:15]3([O:20][CH2:19][C:18](=[O:21])[N:17]([CH2:22][CH3:23])[CH2:16]3)[CH2:14][CH2:13]2)[C:9]([NH2:11])=[O:10])=[C:4]([F:26])[CH:3]=1.B1(B2OC(C)(C)C(C)(C)O2)OC(C)(C)C(C)(C)O1.C([O-])(=O)C.[K+].C(=O)([O-])[O-].[K+].[K+].Br[C:57]1[C:66]([F:67])=[C:65]2[C:60]([CH:61]=[CH:62][CH:63]=[N:64]2)=[CH:59][CH:58]=1, predict the reaction product. The product is: [CH2:22]([N:17]1[CH2:16][C:15]2([CH2:24][CH2:25][N:12]([CH:8]([C:5]3[CH:6]=[CH:7][C:2]([C:57]4[C:66]([F:67])=[C:65]5[C:60]([CH:61]=[CH:62][CH:63]=[N:64]5)=[CH:59][CH:58]=4)=[CH:3][C:4]=3[F:26])[C:9]([NH2:11])=[O:10])[CH2:13][CH2:14]2)[O:20][CH2:19][C:18]1=[O:21])[CH3:23]. (5) Given the reactants [C:1]([O:5][C:6]([N:8]1[CH2:11][CH:10]([CH2:12][NH:13][CH3:14])[CH2:9]1)=[O:7])([CH3:4])([CH3:3])[CH3:2].[O:15]1[CH2:18][C:17](=O)[CH2:16]1.C(O[BH-](OC(=O)C)OC(=O)C)(=O)C.[Na+], predict the reaction product. The product is: [C:1]([O:5][C:6]([N:8]1[CH2:11][CH:10]([CH2:12][N:13]([CH3:14])[CH:17]2[CH2:16][O:15][CH2:18]2)[CH2:9]1)=[O:7])([CH3:4])([CH3:3])[CH3:2]. (6) Given the reactants [C:1]([C:3]1[CH:4]=[C:5]([NH:9][C:10](=[O:33])[NH:11][C:12]2[CH:17]=[CH:16][C:15]([S:18]([NH:21][NH:22][C:23]3[CH:28]=[CH:27][C:26]([S:29]([NH2:32])(=[O:31])=[O:30])=[CH:25][CH:24]=3)(=[O:20])=[O:19])=[CH:14][CH:13]=2)[CH:6]=[CH:7][CH:8]=1)#[N:2].[CH2:34]([N:38]1[CH2:43][CH2:42][NH:41][CH2:40][CH2:39]1)[CH2:35][CH2:36][CH3:37], predict the reaction product. The product is: [CH2:34]([N:38]1[CH2:43][CH2:42][N:41]([C:1](=[NH:2])[C:3]2[CH:4]=[C:5]([NH:9][C:10](=[O:33])[NH:11][C:12]3[CH:17]=[CH:16][C:15]([S:18]([NH:21][NH:22][C:23]4[CH:28]=[CH:27][C:26]([S:29]([NH2:32])(=[O:31])=[O:30])=[CH:25][CH:24]=4)(=[O:20])=[O:19])=[CH:14][CH:13]=3)[CH:6]=[CH:7][CH:8]=2)[CH2:40][CH2:39]1)[CH2:35][CH2:36][CH3:37]. (7) Given the reactants [N:1]1([CH2:7][CH2:8][CH2:9][CH2:10][O:11][C:12]2[CH:17]=[CH:16][C:15]([NH2:18])=[CH:14][CH:13]=2)[CH2:6][CH2:5][CH2:4][CH2:3][CH2:2]1.[CH3:19][C:20]1[CH:28]=[CH:27][CH:26]=[C:25]2[C:21]=1[C:22](=[CH:30]O)[C:23](=[O:29])[NH:24]2, predict the reaction product. The product is: [CH3:19][C:20]1[CH:28]=[CH:27][CH:26]=[C:25]2[C:21]=1[C:22](=[CH:30][NH:18][C:15]1[CH:14]=[CH:13][C:12]([O:11][CH2:10][CH2:9][CH2:8][CH2:7][N:1]3[CH2:2][CH2:3][CH2:4][CH2:5][CH2:6]3)=[CH:17][CH:16]=1)[C:23](=[O:29])[NH:24]2.